Dataset: Forward reaction prediction with 1.9M reactions from USPTO patents (1976-2016). Task: Predict the product of the given reaction. Given the reactants [C:1]([OH:4])(=O)[CH3:2].C(N1C=CN=C1)(N1C=CN=C1)=O.[F:17][C:18]1[CH:23]=[CH:22][C:21]([CH:24]2[N:28]([S:29]([C:32]3[CH:37]=[CH:36][C:35]([CH3:38])=[CH:34][CH:33]=3)(=[O:31])=[O:30])[CH:27]([C:39]([NH:41]O)=[NH:40])[CH2:26][CH2:25]2)=[CH:20][CH:19]=1, predict the reaction product. The product is: [F:17][C:18]1[CH:23]=[CH:22][C:21]([CH:24]2[N:28]([S:29]([C:32]3[CH:37]=[CH:36][C:35]([CH3:38])=[CH:34][CH:33]=3)(=[O:31])=[O:30])[CH:27]([C:39]3[N:40]=[C:1]([CH3:2])[O:4][N:41]=3)[CH2:26][CH2:25]2)=[CH:20][CH:19]=1.